Dataset: Forward reaction prediction with 1.9M reactions from USPTO patents (1976-2016). Task: Predict the product of the given reaction. (1) The product is: [NH2:19][C:4]1[O:5][C:6]2[C:11]([CH:12]([C:13]3[CH:18]=[CH:17][CH:16]=[CH:15][CH:14]=3)[C:3]=1[C:1]#[N:2])=[CH:10][CH:9]=[CH:8][CH:7]=2. Given the reactants [C:1]([C:3]1[C:4](=[NH:19])[O:5][C:6]2[C:11]([C:12]=1[C:13]1[CH:18]=[CH:17][CH:16]=[CH:15][CH:14]=1)=[CH:10][CH:9]=[CH:8][CH:7]=2)#[N:2].OC1C=CC=CC=1C(C1C=CC=CC=1)=O.C(#N)CC#N.N1CCCCC1, predict the reaction product. (2) Given the reactants [C:1]([O:5][C:6](=[O:24])[NH:7]/[C:8](=[N:16]/[C:17]([O:19][C:20]([CH3:23])([CH3:22])[CH3:21])=[O:18])/S(C(F)(F)F)(=O)=O)([CH3:4])([CH3:3])[CH3:2].C(N(CC)CC)C.[NH2:32][C:33]1[CH:38]=[CH:37][C:36]([N:39]2[CH2:42][CH:41]([OH:43])[CH2:40]2)=[CH:35][CH:34]=1, predict the reaction product. The product is: [C:1]([O:5][C:6](=[O:24])[NH:7]/[C:8](/[NH:32][C:33]1[CH:34]=[CH:35][C:36]([N:39]2[CH2:40][CH:41]([OH:43])[CH2:42]2)=[CH:37][CH:38]=1)=[N:16]/[C:17](=[O:18])[O:19][C:20]([CH3:23])([CH3:22])[CH3:21])([CH3:4])([CH3:3])[CH3:2].